This data is from Retrosynthesis with 50K atom-mapped reactions and 10 reaction types from USPTO. The task is: Predict the reactants needed to synthesize the given product. (1) Given the product CN(CC(=O)O)C(=O)OCc1ccccc1, predict the reactants needed to synthesize it. The reactants are: CNCC(=O)O.O=C(Cl)OCc1ccccc1. (2) Given the product COc1ccc(COC(=O)c2ccc(OCCO)cc2)cc1, predict the reactants needed to synthesize it. The reactants are: COc1ccc(COC(=O)c2ccc(O)cc2)cc1.OCCBr. (3) The reactants are: CC(C)(C)OC(=O)NC12CC3CC1CC(C(N)=O)(C3)C2. Given the product NC(=O)C12CC3CC(C1)C(N)(C3)C2, predict the reactants needed to synthesize it. (4) Given the product Nc1ccc(C2CC2)cn1, predict the reactants needed to synthesize it. The reactants are: Nc1ccc(Br)cn1.OB(O)C1CC1. (5) Given the product CSc1ncc(Br)nc1C(=O)Nc1ccccn1, predict the reactants needed to synthesize it. The reactants are: COC(=O)c1nc(Br)cnc1SC.Nc1ccccn1. (6) Given the product CN1CCN(c2ccc(C(=O)Nc3nn(C(c4ccccc4)(c4ccccc4)c4ccccc4)c4ccc(C(=O)c5cc(F)cc(F)c5)cc34)c([N+](=O)[O-])c2)CC1, predict the reactants needed to synthesize it. The reactants are: CN1CCN(c2ccc(C(=O)O)c([N+](=O)[O-])c2)CC1.Nc1nn(C(c2ccccc2)(c2ccccc2)c2ccccc2)c2ccc(C(=O)c3cc(F)cc(F)c3)cc12. (7) Given the product CC(=O)Nc1cc(Cl)nc(-n2nc(C)cc2C)n1, predict the reactants needed to synthesize it. The reactants are: CC(=O)O.Cc1cc(C)n(-c2nc(N)cc(Cl)n2)n1. (8) Given the product O=C(Nc1ccc(O)cc1)c1cc(NC2CCCC2)ncn1, predict the reactants needed to synthesize it. The reactants are: Nc1ccc(O)cc1.O=C(O)c1cc(NC2CCCC2)ncn1.